Dataset: Forward reaction prediction with 1.9M reactions from USPTO patents (1976-2016). Task: Predict the product of the given reaction. Given the reactants [CH3:1][C:2]1[CH:7]=[C:6]([NH:8][CH:9]([C:14]2[CH:23]=[CH:22][C:17]([C:18](OC)=[O:19])=[CH:16][N:15]=2)[CH2:10][CH:11]([CH3:13])[CH3:12])[CH:5]=[C:4]([CH3:24])[C:3]=1[C:25]1[CH:30]=[CH:29][C:28]([C:31]([F:34])([F:33])[F:32])=[CH:27][CH:26]=1.[Li+].[OH-:36].Cl.F[P-](F)(F)(F)(F)F.N1(OC(N(C)C)=[N+](C)C)C2[N:50]=[CH:51][CH:52]=[CH:53]C=2N=N1.C(N(C(C)C)CC)(C)C.[O:71]1[CH2:75]CCC1, predict the reaction product. The product is: [CH3:1][C:2]1[CH:7]=[C:6]([NH:8][CH:9]([C:14]2[CH:23]=[CH:22][C:17]([C:18]([NH:50][CH2:51][CH2:52][C:53]([O:71][CH3:75])=[O:36])=[O:19])=[CH:16][N:15]=2)[CH2:10][CH:11]([CH3:12])[CH3:13])[CH:5]=[C:4]([CH3:24])[C:3]=1[C:25]1[CH:30]=[CH:29][C:28]([C:31]([F:33])([F:32])[F:34])=[CH:27][CH:26]=1.